From a dataset of Aqueous solubility values for 9,982 compounds from the AqSolDB database. Regression/Classification. Given a drug SMILES string, predict its absorption, distribution, metabolism, or excretion properties. Task type varies by dataset: regression for continuous measurements (e.g., permeability, clearance, half-life) or binary classification for categorical outcomes (e.g., BBB penetration, CYP inhibition). For this dataset (solubility_aqsoldb), we predict Y. The compound is COC/C(=N/OCC(=O)OC)c1cc(Oc2ccc(C(F)(F)F)cc2Cl)ccc1[N+](=O)[O-]. The Y is -5.68 log mol/L.